This data is from Forward reaction prediction with 1.9M reactions from USPTO patents (1976-2016). The task is: Predict the product of the given reaction. (1) Given the reactants Cl[C:2]1[C:7]([N+:8]([O-])=O)=[CH:6][C:5]([C:11]([F:14])([F:13])[F:12])=[CH:4][N:3]=1.NO.Cl, predict the reaction product. The product is: [F:14][C:11]([F:12])([F:13])[C:5]1[CH:6]=[C:7]([NH2:8])[CH:2]=[N:3][CH:4]=1. (2) Given the reactants C1(P(C2C=CC=CC=2)C2C=CC=CC=2)C=CC=CC=1.[C:20]1(=[O:30])[NH:24][C:23](=[O:25])[C:22]2=[CH:26][CH:27]=[CH:28][CH:29]=[C:21]12.[Br:31][C:32]1[CH:33]=[N:34][CH:35]=[C:36]([CH2:38]O)[CH:37]=1.N(C(OCC)=O)=NC(OCC)=O, predict the reaction product. The product is: [Br:31][C:32]1[CH:37]=[C:36]([CH2:38][N:24]2[C:20](=[O:30])[C:21]3=[CH:29][CH:28]=[CH:27][CH:26]=[C:22]3[C:23]2=[O:25])[CH:35]=[N:34][CH:33]=1. (3) Given the reactants [CH:1]1([N:5]2[CH2:11][CH2:10][C:9]3[CH:12]=[CH:13][C:14]([O:16][C:17]4[CH:22]=[CH:21][C:20]([N+:23]([O-])=O)=[CH:19][N:18]=4)=[CH:15][C:8]=3[CH2:7][CH2:6]2)[CH2:4][CH2:3][CH2:2]1, predict the reaction product. The product is: [CH:1]1([N:5]2[CH2:11][CH2:10][C:9]3[CH:12]=[CH:13][C:14]([O:16][C:17]4[N:18]=[CH:19][C:20]([NH2:23])=[CH:21][CH:22]=4)=[CH:15][C:8]=3[CH2:7][CH2:6]2)[CH2:2][CH2:3][CH2:4]1. (4) Given the reactants CC1(C)C2C(=C(P(C3C=CC=CC=3)C3C=CC=CC=3)C=CC=2)OC2C(P(C3C=CC=CC=3)C3C=CC=CC=3)=CC=CC1=2.C([O-])([O-])=O.[Cs+].[Cs+].[F:49][C:50]([F:62])([F:61])[C:51]1[CH:56]=[CH:55][N:54]=[C:53]([CH2:57][C:58]([NH2:60])=[O:59])[CH:52]=1.[F:63][C@H:64]([CH2:75][CH2:76][C:77]1[N:78]=[N:79][C:80](I)=[CH:81][CH:82]=1)[CH2:65][N:66]1[CH:70]=[C:69]([C:71]([NH:73][CH3:74])=[O:72])[N:68]=[N:67]1, predict the reaction product. The product is: [F:63][C@H:64]([CH2:75][CH2:76][C:77]1[N:78]=[N:79][C:80]([NH:60][C:58](=[O:59])[CH2:57][C:53]2[CH:52]=[C:51]([C:50]([F:49])([F:61])[F:62])[CH:56]=[CH:55][N:54]=2)=[CH:81][CH:82]=1)[CH2:65][N:66]1[CH:70]=[C:69]([C:71]([NH:73][CH3:74])=[O:72])[N:68]=[N:67]1.